From a dataset of Catalyst prediction with 721,799 reactions and 888 catalyst types from USPTO. Predict which catalyst facilitates the given reaction. (1) Reactant: O.[NH2:2][C:3]1[CH:8]=[C:7]([OH:9])[N:6]=[C:5]([SH:10])[N:4]=1.[OH-].[K+].[F:13][C:14]1[C:21]([F:22])=[CH:20][CH:19]=[CH:18][C:15]=1[CH2:16]Br. Product: [NH2:2][C:3]1[N:4]=[C:5]([S:10][CH2:16][C:15]2[CH:18]=[CH:19][CH:20]=[C:21]([F:22])[C:14]=2[F:13])[N:6]=[C:7]([OH:9])[CH:8]=1. The catalyst class is: 6. (2) Reactant: NC1C=CC=CC=1.CCN=C=NCCCN(C)C.[Cl:19][C:20]1[CH:30]=[CH:29][C:23]([O:24][CH2:25][C:26]([OH:28])=O)=[C:22]([CH3:31])[CH:21]=1.[NH:32]1[C:41]2[C:36](=[CH:37][CH:38]=[CH:39][CH:40]=2)[CH2:35][CH2:34][CH2:33]1. Product: [Cl:19][C:20]1[CH:30]=[CH:29][C:23]([O:24][CH2:25][C:26]([N:32]2[C:41]3[C:36](=[CH:37][CH:38]=[CH:39][CH:40]=3)[CH2:35][CH2:34][CH2:33]2)=[O:28])=[C:22]([CH3:31])[CH:21]=1. The catalyst class is: 79. (3) Reactant: N[C:2]1[C:10]2[C:5](=[N:6][C:7]([C:17]3[CH:22]=[CH:21][C:20]([F:23])=[CH:19][CH:18]=3)=[C:8]([C:11]3[CH:16]=[CH:15][N:14]=[CH:13][CH:12]=3)[CH:9]=2)[NH:4][N:3]=1.N([O-])=O.[Na+].C(=O)(O)[O-].[Na+].N.[BrH:34]. Product: [Br:34][C:2]1[C:10]2[C:5](=[N:6][C:7]([C:17]3[CH:22]=[CH:21][C:20]([F:23])=[CH:19][CH:18]=3)=[C:8]([C:11]3[CH:16]=[CH:15][N:14]=[CH:13][CH:12]=3)[CH:9]=2)[NH:4][N:3]=1. The catalyst class is: 6. (4) Reactant: [I-].[CH3:2][O:3][CH2:4][CH2:5][O:6][CH2:7][CH2:8][O:9][C:10]1[C:15]([CH3:16])=[CH:14][C:13]([S+:17]2[C:21]3[CH:22]=[CH:23][CH:24]=[CH:25][C:20]=3[C:19]3[CH:26]=[CH:27][CH:28]=[CH:29][C:18]2=3)=[CH:12][C:11]=1[CH3:30].[F:31][C:32]([F:44])([S:40]([O-:43])(=[O:42])=[O:41])[CH2:33][O:34][C:35](=[O:39])[C:36]([CH3:38])=[CH2:37].C([NH+](CC)CC)C.O. Product: [F:44][C:32]([F:31])([S:40]([O-:43])(=[O:42])=[O:41])[CH2:33][O:34][C:35](=[O:39])[C:36]([CH3:38])=[CH2:37].[CH3:2][O:3][CH2:4][CH2:5][O:6][CH2:7][CH2:8][O:9][C:10]1[C:11]([CH3:30])=[CH:12][C:13]([S+:17]2[C:18]3[CH:29]=[CH:28][CH:27]=[CH:26][C:19]=3[C:20]3[CH:25]=[CH:24][CH:23]=[CH:22][C:21]2=3)=[CH:14][C:15]=1[CH3:16]. The catalyst class is: 4. (5) Reactant: [Cl:1][C:2]1[CH:7]=[CH:6][CH:5]=[CH:4][C:3]=1[C@H:8]([O:10][C:11]1[CH:12]=[C:13]([N:20]2[C:24]3[CH:25]=[CH:26][C:27]([C:29](O)=[O:30])=[CH:28][C:23]=3[N:22]=[CH:21]2)[S:14][C:15]=1[C:16]([O:18][CH3:19])=[O:17])[CH3:9].C(N(C(C)C)CC)(C)C.[C:41]([NH:44][NH2:45])(=[O:43])[CH3:42].CN(C=O)C. Product: [C:41]([NH:44][NH:45][C:29]([C:27]1[CH:26]=[CH:25][C:24]2[N:20]([C:13]3[S:14][C:15]([C:16]([O:18][CH3:19])=[O:17])=[C:11]([O:10][C@@H:8]([C:3]4[CH:4]=[CH:5][CH:6]=[CH:7][C:2]=4[Cl:1])[CH3:9])[CH:12]=3)[CH:21]=[N:22][C:23]=2[CH:28]=1)=[O:30])(=[O:43])[CH3:42]. The catalyst class is: 34. (6) Reactant: [NH:1]1[CH2:4][CH:3]([CH2:5][C:6]2[N:7]([CH3:31])[C:8]3[C:13]([N:14]=2)=[C:12]([N:15]2[CH2:20][CH2:19][O:18][CH2:17][CH2:16]2)[N:11]=[C:10]([N:21]2[C:25]4[CH:26]=[CH:27][CH:28]=[CH:29][C:24]=4[N:23]=[C:22]2[CH3:30])[N:9]=3)[CH2:2]1.Cl[C:33]([C:35]([O:38][C:39](=[O:41])[CH3:40])([CH3:37])[CH3:36])=[O:34].CCN(CC)CC. Product: [CH3:36][C:35]([O:38][C:39](=[O:41])[CH3:40])([CH3:37])[C:33]([N:1]1[CH2:2][CH:3]([CH2:5][C:6]2[N:7]([CH3:31])[C:8]3[C:13]([N:14]=2)=[C:12]([N:15]2[CH2:20][CH2:19][O:18][CH2:17][CH2:16]2)[N:11]=[C:10]([N:21]2[C:25]4[CH:26]=[CH:27][CH:28]=[CH:29][C:24]=4[N:23]=[C:22]2[CH3:30])[N:9]=3)[CH2:4]1)=[O:34]. The catalyst class is: 1. (7) Reactant: [F:1][C:2]1[CH:3]=[C:4]([C:8]2[CH:9]=[C:10]([CH:23]=[C:24]([O:26][CH3:27])[CH:25]=2)[C:11]([NH:13][C:14]2[C:19]([CH3:20])=[CH:18][CH:17]=[C:16]([OH:21])[C:15]=2[CH3:22])=O)[CH:5]=[CH:6][CH:7]=1. Product: [F:1][C:2]1[CH:3]=[C:4]([C:8]2[CH:9]=[C:10]([CH2:11][NH:13][C:14]3[C:15]([CH3:22])=[C:16]([OH:21])[CH:17]=[CH:18][C:19]=3[CH3:20])[CH:23]=[C:24]([O:26][CH3:27])[CH:25]=2)[CH:5]=[CH:6][CH:7]=1. The catalyst class is: 1.